Dataset: Full USPTO retrosynthesis dataset with 1.9M reactions from patents (1976-2016). Task: Predict the reactants needed to synthesize the given product. (1) Given the product [Br:17][C:18]1[C:25](=[O:26])[CH:24]2[CH:20]([C:19]=1[C:7]1[CH:12]=[CH:11][C:10]([O:13][CH3:14])=[C:9]([F:15])[C:8]=1[F:16])[CH2:21][CH2:22][CH2:23]2, predict the reactants needed to synthesize it. The reactants are: [Li]CCCC.Br[C:7]1[CH:12]=[CH:11][C:10]([O:13][CH3:14])=[C:9]([F:15])[C:8]=1[F:16].[Br:17][C:18]1[C:19](=O)[CH:20]2[CH:24]([C:25]=1[O:26]CC(C)C)[CH2:23][CH2:22][CH2:21]2. (2) Given the product [C:1]([O:5][C:6](=[O:19])[NH:7][CH:8]1[CH2:11][N:10]([C:12]2[CH:17]=[CH:16][N:15]=[C:14]([NH:24][CH2:20][CH2:21][CH2:22][CH3:23])[N:13]=2)[CH2:9]1)([CH3:4])([CH3:3])[CH3:2], predict the reactants needed to synthesize it. The reactants are: [C:1]([O:5][C:6](=[O:19])[NH:7][CH:8]1[CH2:11][N:10]([C:12]2[CH:17]=[CH:16][N:15]=[C:14](Cl)[N:13]=2)[CH2:9]1)([CH3:4])([CH3:3])[CH3:2].[CH2:20]([NH2:24])[CH2:21][CH2:22][CH3:23].